Dataset: NCI-60 drug combinations with 297,098 pairs across 59 cell lines. Task: Regression. Given two drug SMILES strings and cell line genomic features, predict the synergy score measuring deviation from expected non-interaction effect. (1) Drug 1: CN1CCC(CC1)COC2=C(C=C3C(=C2)N=CN=C3NC4=C(C=C(C=C4)Br)F)OC. Drug 2: C1=C(C(=O)NC(=O)N1)N(CCCl)CCCl. Cell line: T-47D. Synergy scores: CSS=25.8, Synergy_ZIP=-2.98, Synergy_Bliss=4.88, Synergy_Loewe=1.69, Synergy_HSA=5.73. (2) Drug 1: CC1OCC2C(O1)C(C(C(O2)OC3C4COC(=O)C4C(C5=CC6=C(C=C35)OCO6)C7=CC(=C(C(=C7)OC)O)OC)O)O. Drug 2: CC12CCC3C(C1CCC2OP(=O)(O)O)CCC4=C3C=CC(=C4)OC(=O)N(CCCl)CCCl.[Na+]. Cell line: NCI-H522. Synergy scores: CSS=22.1, Synergy_ZIP=-13.0, Synergy_Bliss=-11.0, Synergy_Loewe=-15.3, Synergy_HSA=-7.23. (3) Drug 1: C1C(C(OC1N2C=NC3=C(N=C(N=C32)Cl)N)CO)O. Drug 2: CNC(=O)C1=NC=CC(=C1)OC2=CC=C(C=C2)NC(=O)NC3=CC(=C(C=C3)Cl)C(F)(F)F. Cell line: HOP-92. Synergy scores: CSS=17.4, Synergy_ZIP=-8.84, Synergy_Bliss=1.96, Synergy_Loewe=-31.3, Synergy_HSA=-2.85.